This data is from Full USPTO retrosynthesis dataset with 1.9M reactions from patents (1976-2016). The task is: Predict the reactants needed to synthesize the given product. (1) Given the product [CH2:38]([N:40]([CH2:30][C:28]1[C:27]([C:32]2[CH:33]=[CH:34][CH:35]=[CH:36][CH:37]=2)=[N:26][N:25]([C:23]2[CH:22]=[CH:21][N:20]=[C:19]([NH:18][C:4]3[C:3]([O:2][CH3:1])=[CH:8][C:7]([N:9]4[CH2:14][CH2:13][O:12][CH2:11][CH2:10]4)=[C:6]([NH:15][C:3](=[O:2])[CH:4]=[CH2:5])[CH:5]=3)[N:24]=2)[CH:29]=1)[CH3:41])[CH3:39], predict the reactants needed to synthesize it. The reactants are: [CH3:1][O:2][C:3]1[CH:8]=[C:7]([N:9]2[CH2:14][CH2:13][O:12][CH2:11][CH2:10]2)[C:6]([N+:15]([O-])=O)=[CH:5][C:4]=1[NH:18][C:19]1[N:24]=[C:23]([N:25]2[CH:29]=[C:28]([CH:30]=O)[C:27]([C:32]3[CH:37]=[CH:36][CH:35]=[CH:34][CH:33]=3)=[N:26]2)[CH:22]=[CH:21][N:20]=1.[CH2:38]([NH:40][CH3:41])[CH3:39]. (2) Given the product [Cl:21][C:22]1[CH:37]=[CH:36][CH:35]=[CH:34][C:23]=1[C:24]([NH:26][C:27]1[CH:32]=[CH:31][C:30]([O:33][CH2:16][CH2:15][CH2:14][O:13][C:10]2[CH:9]=[CH:8][C:7]([CH2:6][C@H:5]([O:18][CH3:19])[C:4]([OH:3])=[O:20])=[CH:12][CH:11]=2)=[CH:29][CH:28]=1)=[O:25], predict the reactants needed to synthesize it. The reactants are: C([O:3][C:4](=[O:20])[C@@H:5]([O:18][CH3:19])[CH2:6][C:7]1[CH:12]=[CH:11][C:10]([O:13][CH2:14][CH2:15][CH2:16]Br)=[CH:9][CH:8]=1)C.[Cl:21][C:22]1[CH:37]=[CH:36][CH:35]=[CH:34][C:23]=1[C:24]([NH:26][C:27]1[CH:32]=[CH:31][C:30]([OH:33])=[CH:29][CH:28]=1)=[O:25].[OH-].[Na+]. (3) The reactants are: [CH2:1]([C:3]1[CH:12]=[C:11](C)[C:10]([I:14])=[CH:9][C:4]=1[C:5]([O:7][CH3:8])=[O:6])[CH3:2].[Cl:15]C1C=CC(C(OC)=O)=C(CC)C=1.C(C1C=C(C)C=CC=1C(OC)=O)C. Given the product [Cl:15][C:11]1[C:10]([I:14])=[CH:9][C:4]([C:5]([O:7][CH3:8])=[O:6])=[C:3]([CH2:1][CH3:2])[CH:12]=1, predict the reactants needed to synthesize it.